This data is from Full USPTO retrosynthesis dataset with 1.9M reactions from patents (1976-2016). The task is: Predict the reactants needed to synthesize the given product. (1) Given the product [F:13][C:11]([F:12])([F:14])[C:10]([C:8]1[NH:7][C:6]2[CH:38]=[CH:39][C:3]([C:1]#[N:2])=[CH:4][C:5]=2[N:9]=1)([NH:15][CH2:16][CH2:17][OH:18])[C:19]1[C:27]([O:28][CH3:29])=[CH:26][C:25]([CH3:30])=[C:24]2[C:20]=1[CH:21]=[CH:22][NH:23]2, predict the reactants needed to synthesize it. The reactants are: [C:1]([C:3]1[CH:39]=[CH:38][C:6]2[NH:7][C:8]([C:10]([C:19]3[C:27]([O:28][CH3:29])=[CH:26][C:25]([CH3:30])=[C:24]4[C:20]=3[CH:21]=[CH:22][N:23]4C(OC(C)(C)C)=O)([NH:15][CH2:16][CH2:17][OH:18])[C:11]([F:14])([F:13])[F:12])=[N:9][C:5]=2[CH:4]=1)#[N:2].C([O-])([O-])=O.[Cs+].[Cs+]. (2) Given the product [CH:32]1([CH2:31][CH:30]([N:4]2[C:3](=[O:15])[CH:2]=[C:7]([O:16][C:17]3[CH:26]=[CH:25][CH:24]=[C:23]4[C:18]=3[CH:19]=[CH:20][CH:21]=[N:22]4)[CH:6]=[N:5]2)[C:29]([OH:28])=[O:38])[CH2:36][CH2:35][CH2:34][CH2:33]1, predict the reactants needed to synthesize it. The reactants are: Cl[C:2]1[C:3](=[O:15])[N:4](C2CCCCO2)[N:5]=[CH:6][C:7]=1Cl.[OH:16][C:17]1[CH:26]=[CH:25][CH:24]=[C:23]2[C:18]=1[CH:19]=[CH:20][CH:21]=[N:22]2.C[O:28][C:29](=[O:38])[CH:30](Br)[CH2:31][CH:32]1[CH2:36][CH2:35][CH2:34][CH2:33]1. (3) The reactants are: [Cl:1][C:2]1[CH:3]=[CH:4][C:5]([O:22][CH3:23])=[C:6]([CH:8]2[CH2:13][CH2:12][N:11]([C:14]3([C:20]#N)[CH2:19][CH2:18][CH2:17][CH2:16][CH2:15]3)[CH2:10][CH2:9]2)[CH:7]=1.C[Mg]Br.C(OCCCC)CCC. Given the product [Cl:1][C:2]1[CH:3]=[CH:4][C:5]([O:22][CH3:23])=[C:6]([CH:8]2[CH2:9][CH2:10][N:11]([C:14]3([CH3:20])[CH2:15][CH2:16][CH2:17][CH2:18][CH2:19]3)[CH2:12][CH2:13]2)[CH:7]=1, predict the reactants needed to synthesize it. (4) Given the product [BrH:1].[CH:17]([N:15]1[C:14](=[O:20])[CH:13]=[CH:12][C:11]([C:2]2[S:24][C:23]([NH:22][CH3:21])=[N:25][C:3]=2[C:4]2[CH:9]=[CH:8][CH:7]=[CH:6][CH:5]=2)=[N:16]1)([CH3:19])[CH3:18], predict the reactants needed to synthesize it. The reactants are: [Br:1][CH:2]([C:11]1[CH:12]=[CH:13][C:14](=[O:20])[N:15]([CH:17]([CH3:19])[CH3:18])[N:16]=1)[C:3](=O)[C:4]1[CH:9]=[CH:8][CH:7]=[CH:6][CH:5]=1.[CH3:21][NH:22][C:23]([NH2:25])=[S:24]. (5) The reactants are: [F:1][C:2]1[CH:10]=[C:9]2[C:5]([CH2:6][CH2:7][C:8]2=O)=[CH:4][CH:3]=1.[CH2:12]([NH2:19])[C:13]1[CH:18]=[CH:17][CH:16]=[CH:15][CH:14]=1. Given the product [CH2:12]([N:19]=[C:8]1[C:9]2[C:5](=[CH:4][CH:3]=[C:2]([F:1])[CH:10]=2)[CH2:6][CH2:7]1)[C:13]1[CH:18]=[CH:17][CH:16]=[CH:15][CH:14]=1, predict the reactants needed to synthesize it.